This data is from Full USPTO retrosynthesis dataset with 1.9M reactions from patents (1976-2016). The task is: Predict the reactants needed to synthesize the given product. (1) Given the product [NH2:16][S:11]([C:8]1[CH:9]=[N:10][C:2]([Cl:1])=[C:3]([CH:7]=1)[C:4]([OH:6])=[O:5])(=[O:13])=[O:12], predict the reactants needed to synthesize it. The reactants are: [Cl:1][C:2]1[N:10]=[CH:9][C:8]([S:11](Cl)(=[O:13])=[O:12])=[CH:7][C:3]=1[C:4]([OH:6])=[O:5].[OH-].[NH4+:16]. (2) Given the product [Br:8][C:22]1[C:23]([OH:27])=[CH:24][CH:25]=[C:26]2[C:21]=1[CH:20]=[CH:19][N:18]2[S:15]([C:9]1[CH:10]=[CH:11][CH:12]=[CH:13][CH:14]=1)(=[O:16])=[O:17], predict the reactants needed to synthesize it. The reactants are: C1C(=O)N([Br:8])C(=O)C1.[C:9]1([S:15]([N:18]2[C:26]3[C:21](=[CH:22][C:23]([OH:27])=[CH:24][CH:25]=3)[CH:20]=[CH:19]2)(=[O:17])=[O:16])[CH:14]=[CH:13][CH:12]=[CH:11][CH:10]=1. (3) Given the product [NH2:8][C:9]1[C:28]([Br:29])=[CH:27][C:12]2[C:13]([C:22]([O:24][CH2:25][CH3:26])=[O:23])=[C:14]([C:16]3[CH2:20][CH2:19][CH2:18][CH:17]=3)[O:15][C:11]=2[CH:10]=1, predict the reactants needed to synthesize it. The reactants are: C(O)(C(F)(F)F)=O.[NH2:8][C:9]1[C:28]([Br:29])=[CH:27][C:12]2[C:13]([C:22]([O:24][CH2:25][CH3:26])=[O:23])=[C:14]([C:16]3(O)[CH2:20][CH2:19][CH2:18][CH2:17]3)[O:15][C:11]=2[CH:10]=1.C([O-])(O)=O.[Na+]. (4) Given the product [CH2:17]([C:19]1[C:27]2[C:22](=[CH:23][CH:24]=[C:25]([C:28]([F:29])([F:31])[F:30])[CH:26]=2)[N:21]([NH:32][C:14]([C:10]2[C:11]([CH3:13])=[N:12][C:7]([C:2]3[CH:3]=[CH:4][CH:5]=[CH:6][N:1]=3)=[N:8][CH:9]=2)=[O:16])[CH:20]=1)[CH3:18], predict the reactants needed to synthesize it. The reactants are: [N:1]1[CH:6]=[CH:5][CH:4]=[CH:3][C:2]=1[C:7]1[N:12]=[C:11]([CH3:13])[C:10]([C:14]([OH:16])=O)=[CH:9][N:8]=1.[CH2:17]([C:19]1[C:27]2[C:22](=[CH:23][CH:24]=[C:25]([C:28]([F:31])([F:30])[F:29])[CH:26]=2)[N:21]([NH2:32])[CH:20]=1)[CH3:18].C[N+]1(C2N=C(OC)N=C(OC)N=2)CCOCC1.[Cl-]. (5) Given the product [CH2:1]([C:3]1([NH:8][C:9]2[C:14]([C:15]([NH2:16])=[O:19])=[CH:13][N:12]=[C:11]([S:17][CH3:18])[N:10]=2)[CH2:4][CH2:5][CH2:6][CH2:7]1)[CH3:2], predict the reactants needed to synthesize it. The reactants are: [CH2:1]([C:3]1([NH:8][C:9]2[C:14]([C:15]#[N:16])=[CH:13][N:12]=[C:11]([S:17][CH3:18])[N:10]=2)[CH2:7][CH2:6][CH2:5][CH2:4]1)[CH3:2].[OH:19]O.[OH-].[Na+].